This data is from Full USPTO retrosynthesis dataset with 1.9M reactions from patents (1976-2016). The task is: Predict the reactants needed to synthesize the given product. (1) Given the product [Cl:1][C:2]1[CH:3]=[C:4]([C:8]2[N:9]=[N:10][C:11]([NH:29][CH2:28][C:27]([C:24]3[CH:23]=[CH:22][C:21]([F:20])=[CH:26][CH:25]=3)([CH3:31])[CH3:30])=[CH:12][N:13]=2)[CH:5]=[CH:6][CH:7]=1, predict the reactants needed to synthesize it. The reactants are: [Cl:1][C:2]1[CH:3]=[C:4]([C:8]2[NH:13][CH2:12][C:11](=O)[NH:10][N:9]=2)[CH:5]=[CH:6][CH:7]=1.O=P(Cl)(Cl)Cl.[F:20][C:21]1[CH:26]=[CH:25][C:24]([C:27]([CH3:31])([CH3:30])[CH2:28][NH2:29])=[CH:23][CH:22]=1. (2) Given the product [NH2:7][C:8]([CH:22]1[CH2:27][CH2:26][CH2:25][CH:24]=[CH:23]1)([CH3:16])[C:9]([O:11][C:12]([CH3:15])([CH3:14])[CH3:13])=[O:10], predict the reactants needed to synthesize it. The reactants are: ClC1C=CC(/C=[N:7]/[CH:8]([CH3:16])[C:9]([O:11][C:12]([CH3:15])([CH3:14])[CH3:13])=[O:10])=CC=1.[OH-].[Cs+].Br[CH:22]1[CH2:27][CH2:26][CH2:25][CH:24]=[CH:23]1. (3) Given the product [CH2:62]([O:64][C:65](=[O:70])[C@H:66]([OH:69])[CH2:67][NH:68][C:33](=[O:34])[C:32]1[CH:31]=[CH:30][C:29]([CH2:28][N:15]([C:16]2[CH:17]=[CH:18][C:19]([CH:22]3[CH2:23][CH2:24][CH2:25][CH2:26][CH2:27]3)=[CH:20][CH:21]=2)[C:14]([NH:13][C:5]2[CH:6]=[C:7]([C:9]([F:10])([F:11])[F:12])[CH:8]=[C:3]([C:2]([F:1])([F:39])[F:40])[CH:4]=2)=[O:38])=[CH:37][CH:36]=1)[CH3:63], predict the reactants needed to synthesize it. The reactants are: [F:1][C:2]([F:40])([F:39])[C:3]1[CH:4]=[C:5]([NH:13][C:14](=[O:38])[N:15]([CH2:28][C:29]2[CH:37]=[CH:36][C:32]([C:33](O)=[O:34])=[CH:31][CH:30]=2)[C:16]2[CH:21]=[CH:20][C:19]([CH:22]3[CH2:27][CH2:26][CH2:25][CH2:24][CH2:23]3)=[CH:18][CH:17]=2)[CH:6]=[C:7]([C:9]([F:12])([F:11])[F:10])[CH:8]=1.ON1C2N=CC=CC=2N=N1.CCN=C=NCCCN(C)C.[CH2:62]([O:64][C:65](=[O:70])[C@H:66]([OH:69])[CH2:67][NH2:68])[CH3:63].C(N(C(C)C)CC)(C)C. (4) Given the product [Br:16][CH2:17][CH2:18][CH2:19][N:5]1[C:4]2[CH:3]=[C:2]([Cl:1])[CH:15]=[CH:14][C:13]=2[S:12][C:11]2[C:6]1=[CH:7][CH:8]=[CH:9][CH:10]=2, predict the reactants needed to synthesize it. The reactants are: [Cl:1][C:2]1[CH:15]=[CH:14][C:13]2[S:12][C:11]3[C:6](=[CH:7][CH:8]=[CH:9][CH:10]=3)[NH:5][C:4]=2[CH:3]=1.[Br:16][CH2:17][CH2:18][CH2:19]Br.[H-].[Na+]. (5) Given the product [CH3:30][N:31]([CH3:32])[C:27]([CH:9]1[CH:8]([C:4]2[CH:5]=[CH:6][CH:7]=[C:2]([Cl:1])[CH:3]=2)[C:12]([C:15]2[CH:20]=[CH:19][C:18]([Cl:21])=[CH:17][CH:16]=2)([C:13]#[N:14])[CH:11]([CH2:22][C:23]([CH3:24])([CH3:26])[CH3:25])[NH:10]1)=[O:29], predict the reactants needed to synthesize it. The reactants are: [Cl:1][C:2]1[CH:3]=[C:4]([CH:8]2[C:12]([C:15]3[CH:20]=[CH:19][C:18]([Cl:21])=[CH:17][CH:16]=3)([C:13]#[N:14])[CH:11]([CH2:22][C:23]([CH3:26])([CH3:25])[CH3:24])[NH:10][CH:9]2[C:27]([OH:29])=O)[CH:5]=[CH:6][CH:7]=1.[CH3:30][NH:31][CH3:32].CN(C(ON1N=NC2C=CC=NC1=2)=[N+](C)C)C.F[P-](F)(F)(F)(F)F.CCN(C(C)C)C(C)C. (6) Given the product [Cl:23][C:24]1[C:29]([Cl:30])=[CH:28][CH:27]=[CH:26][C:25]=1[S:31]([NH:1][C:2]1[CH:3]=[CH:4][C:5]2[N:10]([CH3:11])[C:9](=[O:12])[O:8][C:7]([CH3:13])([CH3:14])[C:6]=2[CH:15]=1)(=[O:33])=[O:32], predict the reactants needed to synthesize it. The reactants are: [NH2:1][C:2]1[CH:3]=[CH:4][C:5]2[N:10]([CH3:11])[C:9](=[O:12])[O:8][C:7]([CH3:14])([CH3:13])[C:6]=2[CH:15]=1.C(N(CC)CC)C.[Cl:23][C:24]1[C:29]([Cl:30])=[CH:28][CH:27]=[CH:26][C:25]=1[S:31](Cl)(=[O:33])=[O:32].